This data is from hERG Central: cardiac toxicity at 1µM, 10µM, and general inhibition. The task is: Predict hERG channel inhibition at various concentrations. (1) The compound is O=C(COCC(=O)N/N=C/c1ccccc1F)N/N=C/c1ccccc1F. Results: hERG_inhib (hERG inhibition (general)): blocker. (2) The molecule is Cc1c(C(=O)N(C)Cc2ccc(OC(F)F)cc2)oc2ccccc12. Results: hERG_inhib (hERG inhibition (general)): blocker.